This data is from Full USPTO retrosynthesis dataset with 1.9M reactions from patents (1976-2016). The task is: Predict the reactants needed to synthesize the given product. Given the product [CH2:20]([O:1][C:2]1[CH:17]=[CH:16][C:5]([C:6]([O:8][CH2:9][C:10]2[CH:15]=[CH:14][CH:13]=[CH:12][CH:11]=2)=[O:7])=[CH:4][CH:3]=1)[CH:19]=[CH2:18], predict the reactants needed to synthesize it. The reactants are: [OH:1][C:2]1[CH:17]=[CH:16][C:5]([C:6]([O:8][CH2:9][C:10]2[CH:15]=[CH:14][CH:13]=[CH:12][CH:11]=2)=[O:7])=[CH:4][CH:3]=1.[CH2:18](Br)[CH:19]=[CH2:20].C(=O)([O-])[O-].[K+].[K+].